This data is from Peptide-MHC class I binding affinity with 185,985 pairs from IEDB/IMGT. The task is: Regression. Given a peptide amino acid sequence and an MHC pseudo amino acid sequence, predict their binding affinity value. This is MHC class I binding data. (1) The peptide sequence is ILTVILGVL. The MHC is HLA-A02:01 with pseudo-sequence HLA-A02:01. The binding affinity (normalized) is 0.451. (2) The peptide sequence is EFEPFQSL. The MHC is H-2-Kb with pseudo-sequence H-2-Kb. The binding affinity (normalized) is 0.0735. (3) The peptide sequence is RERVNINIVG. The MHC is HLA-B18:01 with pseudo-sequence HLA-B18:01. The binding affinity (normalized) is 0. (4) The peptide sequence is LLPGVAHSI. The MHC is HLA-A02:01 with pseudo-sequence HLA-A02:01. The binding affinity (normalized) is 0.857. (5) The peptide sequence is IRTDSGNIL. The MHC is HLA-B58:01 with pseudo-sequence HLA-B58:01. The binding affinity (normalized) is 0.0847. (6) The peptide sequence is KICEYIRSY. The MHC is HLA-B38:01 with pseudo-sequence HLA-B38:01. The binding affinity (normalized) is 0.0847.